Task: Regression. Given two drug SMILES strings and cell line genomic features, predict the synergy score measuring deviation from expected non-interaction effect.. Dataset: NCI-60 drug combinations with 297,098 pairs across 59 cell lines Drug 1: C1=CC=C(C(=C1)C(C2=CC=C(C=C2)Cl)C(Cl)Cl)Cl. Drug 2: C(CN)CNCCSP(=O)(O)O. Cell line: HCC-2998. Synergy scores: CSS=-3.80, Synergy_ZIP=0.378, Synergy_Bliss=-3.94, Synergy_Loewe=-3.67, Synergy_HSA=-6.16.